The task is: Predict the product of the given reaction.. This data is from Forward reaction prediction with 1.9M reactions from USPTO patents (1976-2016). (1) Given the reactants F[C:2]1[CH:18]=[C:17]([N+:19]([O-])=O)[CH:16]=[CH:15][C:3]=1[O:4][C:5]1[N:6]=[CH:7][CH:8]=[C:9]2[CH:13]=[CH:12][N:11]([CH3:14])[C:10]=12.N1C2=C(OC3C=CC(N)=CC=3[F:39])N=CC=C2C=C1, predict the reaction product. The product is: [F:39][C:16]1[CH:15]=[C:3]([O:4][C:5]2[N:6]=[CH:7][CH:8]=[C:9]3[CH:13]=[CH:12][N:11]([CH3:14])[C:10]=23)[CH:2]=[CH:18][C:17]=1[NH2:19]. (2) Given the reactants [CH3:1][C:2]1[CH:3]=[CH:4][CH:5]=[C:6]2[C:11]=1[N:10]=[C:9]([C:12]1[CH:17]=[CH:16][CH:15]=[CH:14][C:13]=1[CH3:18])[C:8]([CH2:19][NH2:20])=[CH:7]2.[NH2:21][C:22]1[N:30]=[C:29]2[C:25]([NH:26][CH:27]=[N:28]2)=[C:24](Cl)[N:23]=1.C(N(CC)CC)C, predict the reaction product. The product is: [CH3:1][C:2]1[CH:3]=[CH:4][CH:5]=[C:6]2[C:11]=1[N:10]=[C:9]([C:12]1[CH:17]=[CH:16][CH:15]=[CH:14][C:13]=1[CH3:18])[C:8]([CH2:19][NH:20][C:24]1[N:23]=[C:22]([NH2:21])[N:30]=[C:29]3[C:25]=1[N:26]=[CH:27][NH:28]3)=[CH:7]2. (3) Given the reactants [S:1]1[CH:5]=[CH:4][CH:3]=[C:2]1[CH:6]=O.[CH3:8][O:9][CH2:10][CH2:11][NH2:12].[C:13]1(=[O:24])[O:19][C:17](=O)[C:16]2=[CH:20][CH:21]=[CH:22][CH:23]=[C:15]2[CH2:14]1.[N:25]1[CH:30]=[CH:29][CH:28]=[C:27]([C:31]2[CH:37]=[CH:36][C:34]([NH2:35])=[CH:33][CH:32]=2)[CH:26]=1, predict the reaction product. The product is: [CH3:8][O:9][CH2:10][CH2:11][N:12]1[CH:6]([C:2]2[S:1][CH:5]=[CH:4][CH:3]=2)[CH:14]([C:13]([NH:35][C:34]2[CH:33]=[CH:32][C:31]([C:27]3[CH:26]=[N:25][CH:30]=[CH:29][CH:28]=3)=[CH:37][CH:36]=2)=[O:24])[C:15]2[C:16](=[CH:20][CH:21]=[CH:22][CH:23]=2)[C:17]1=[O:19]. (4) The product is: [ClH:1].[F:32][C:21]1[CH:22]=[C:23]([C:26]2[O:30][N:29]=[C:28]([CH3:31])[N:27]=2)[CH:24]=[CH:25][C:20]=1[N:16]1[CH2:15][CH2:14][CH:13]([O:12][CH:9]2[CH2:10][CH2:11][N:6]([CH:3]([CH3:5])[CH3:4])[CH2:7][CH2:8]2)[CH2:18][CH2:17]1. Given the reactants [ClH:1].Cl.[CH:3]([N:6]1[CH2:11][CH2:10][CH:9]([O:12][CH:13]2[CH2:18][CH2:17][NH:16][CH2:15][CH2:14]2)[CH2:8][CH2:7]1)([CH3:5])[CH3:4].Br[C:20]1[CH:25]=[CH:24][C:23]([C:26]2[O:30][N:29]=[C:28]([CH3:31])[N:27]=2)=[CH:22][C:21]=1[F:32].CC(C)([O-])C.[Na+].Cl, predict the reaction product. (5) Given the reactants [S:1]1[C:5]2[CH:6]=[C:7]([N:10]3[CH2:14][CH2:13][NH:12][C:11]3=[O:15])[CH:8]=[CH:9][C:4]=2[N:3]=[CH:2]1.Br[C:17]1[CH:18]=[N:19][CH:20]=[CH:21][C:22]=1[C:23]([OH:26])([CH3:25])[CH3:24].N[C@@H]1CCCC[C@H]1N.P([O-])([O-])([O-])=O.[K+].[K+].[K+], predict the reaction product. The product is: [S:1]1[C:5]2[CH:6]=[C:7]([N:10]3[CH2:14][CH2:13][N:12]([C:17]4[CH:18]=[N:19][CH:20]=[CH:21][C:22]=4[C:23]([OH:26])([CH3:25])[CH3:24])[C:11]3=[O:15])[CH:8]=[CH:9][C:4]=2[N:3]=[CH:2]1. (6) Given the reactants [F:1][C:2]([F:37])([F:36])[C:3]1[CH:4]=[C:5]([CH:29]=[C:30]([C:32]([F:35])([F:34])[F:33])[CH:31]=1)[CH2:6][NH:7][CH2:8][C:9]1[CH:10]=[C:11]2[C:26]([CH3:27])=[N:25][N:24]([CH3:28])[C:12]2=[N:13][C:14]=1[N:15]([CH2:18][CH:19]1[CH2:23][CH2:22][CH2:21][CH2:20]1)[CH2:16][CH3:17].C(=O)([O-])[O-].[K+].[K+].Cl[C:45]([O:47][CH3:48])=[O:46].O, predict the reaction product. The product is: [CH3:48][O:47][C:45](=[O:46])[N:7]([CH2:6][C:5]1[CH:29]=[C:30]([C:32]([F:34])([F:35])[F:33])[CH:31]=[C:3]([C:2]([F:36])([F:1])[F:37])[CH:4]=1)[CH2:8][C:9]1[CH:10]=[C:11]2[C:26]([CH3:27])=[N:25][N:24]([CH3:28])[C:12]2=[N:13][C:14]=1[N:15]([CH2:18][CH:19]1[CH2:23][CH2:22][CH2:21][CH2:20]1)[CH2:16][CH3:17]. (7) Given the reactants C([O:3][CH2:4][CH2:5][N:6]1[CH2:11][CH2:10][NH:9][CH2:8][CH2:7]1)C.[N+:12]([C:15]1[CH:16]=[CH:17][C:18](F)=[C:19]([CH3:21])[CH:20]=1)([O-:14])=[O:13].C(N(CC)C(C)C)(C)C, predict the reaction product. The product is: [OH:3][CH2:4][CH2:5][N:6]1[CH2:7][CH2:8][N:9]([C:18]2[CH:17]=[CH:16][C:15]([N+:12]([O-:14])=[O:13])=[CH:20][C:19]=2[CH3:21])[CH2:10][CH2:11]1. (8) Given the reactants [F:1][C:2]1[CH:24]=[CH:23][C:5]([O:6][C:7]2[CH:8]=[C:9]([NH:13][C:14]([C:16]3([CH3:22])[CH2:21][CH2:20][NH:19][CH2:18][CH2:17]3)=[O:15])[CH:10]=[CH:11][CH:12]=2)=[CH:4][CH:3]=1.[Br:25][C:26]1[C:34]2[C:33](Cl)=[N:32][CH:31]=[N:30][C:29]=2[NH:28][CH:27]=1.C(N(CC)CC)C, predict the reaction product. The product is: [Br:25][C:26]1[C:34]2[C:33]([N:19]3[CH2:18][CH2:17][C:16]([CH3:22])([C:14]([NH:13][C:9]4[CH:10]=[CH:11][CH:12]=[C:7]([O:6][C:5]5[CH:23]=[CH:24][C:2]([F:1])=[CH:3][CH:4]=5)[CH:8]=4)=[O:15])[CH2:21][CH2:20]3)=[N:32][CH:31]=[N:30][C:29]=2[NH:28][CH:27]=1. (9) Given the reactants I[C:2]1[CH:7]=[CH:6][C:5]([S:8](=[O:16])(=[O:15])[NH:9][C:10]2[CH:14]=[CH:13][O:12][N:11]=2)=[CH:4][C:3]=1/[CH:17]=[CH:18]/[C:19]([O:21]CC)=O.CC1(C)C2C(=C(P(C3C=CC=CC=3)C3C=CC=CC=3)C=CC=2)OC2C(P(C3C=CC=CC=3)C3C=CC=CC=3)=CC=CC1=2.[CH2:66]([NH2:73])[C:67]1[CH:72]=[CH:71][CH:70]=[CH:69][CH:68]=1.C[O-].[Na+], predict the reaction product. The product is: [CH2:66]([N:73]1[C:2]2[C:3](=[CH:4][C:5]([S:8]([NH:9][C:10]3[CH:14]=[CH:13][O:12][N:11]=3)(=[O:15])=[O:16])=[CH:6][CH:7]=2)[CH:17]=[CH:18][C:19]1=[O:21])[C:67]1[CH:72]=[CH:71][CH:70]=[CH:69][CH:68]=1. (10) Given the reactants [N:1]1([CH2:6][C:7]2[CH:12]=[CH:11][C:10]([S:13]([N:16]3[CH2:21][CH2:20][N:19]([CH2:22][CH:23]4[CH2:28][CH2:27][N:26](C(OC(C)(C)C)=O)[CH2:25][CH2:24]4)[C:18](=[O:36])[CH2:17]3)(=[O:15])=[O:14])=[CH:9][CH:8]=2)[CH:5]=[CH:4][N:3]=[CH:2]1.[ClH:37], predict the reaction product. The product is: [ClH:37].[ClH:37].[N:1]1([CH2:6][C:7]2[CH:8]=[CH:9][C:10]([S:13]([N:16]3[CH2:21][CH2:20][N:19]([CH2:22][CH:23]4[CH2:28][CH2:27][NH:26][CH2:25][CH2:24]4)[C:18](=[O:36])[CH2:17]3)(=[O:14])=[O:15])=[CH:11][CH:12]=2)[CH:5]=[CH:4][N:3]=[CH:2]1.